The task is: Predict the reactants needed to synthesize the given product.. This data is from Full USPTO retrosynthesis dataset with 1.9M reactions from patents (1976-2016). (1) The reactants are: [NH:1]1[CH2:4][CH:3]([CH2:5][C:6]2[N:7]([CH3:32])[C:8]3[C:13]([N:14]=2)=[C:12]([N:15]2[CH2:20][CH2:19][O:18][CH2:17][CH2:16]2)[N:11]=[C:10]([N:21]2[C:25]4[CH:26]=[CH:27][CH:28]=[CH:29][C:24]=4[N:23]=[C:22]2[CH2:30][CH3:31])[N:9]=3)[CH2:2]1.[C:33](O)(=[O:37])[C@@H:34]([CH3:36])[OH:35].CCN(C(C)C)C(C)C.CN(C(ON1N=NC2C=CC=NC1=2)=[N+](C)C)C.F[P-](F)(F)(F)(F)F. Given the product [CH2:30]([C:22]1[N:21]([C:10]2[N:9]=[C:8]3[C:13]([N:14]=[C:6]([CH2:5][CH:3]4[CH2:2][N:1]([C:33](=[O:37])[C@H:34]([OH:35])[CH3:36])[CH2:4]4)[N:7]3[CH3:32])=[C:12]([N:15]3[CH2:20][CH2:19][O:18][CH2:17][CH2:16]3)[N:11]=2)[C:25]2[CH:26]=[CH:27][CH:28]=[CH:29][C:24]=2[N:23]=1)[CH3:31], predict the reactants needed to synthesize it. (2) Given the product [F:32][C:29]1[CH:30]=[CH:31][C:25]2[N:24]=[C:23]([C:18]3[C:17]4[C:16]5[C:11](=[CH:12][CH:13]=[CH:14][CH:15]=5)[N:10]([C:8]5[CH:7]=[CH:6][C:3]([C:4]([NH2:5])=[O:34])=[C:2]([NH:39][CH2:40][C:41]6([OH:46])[CH2:45][CH2:44][CH2:43][CH2:42]6)[CH:9]=5)[C:22]=4[CH:21]=[CH:20][CH:19]=3)[NH:27][C:26]=2[CH:28]=1, predict the reactants needed to synthesize it. The reactants are: F[C:2]1[CH:9]=[C:8]([N:10]2[C:22]3[CH:21]=[CH:20][CH:19]=[C:18]([C:23]4[NH:27][C:26]5[CH:28]=[C:29]([F:32])[CH:30]=[CH:31][C:25]=5[N:24]=4)[C:17]=3[C:16]3[C:11]2=[CH:12][CH:13]=[CH:14][CH:15]=3)[CH:7]=[CH:6][C:3]=1[C:4]#[N:5].C(=O)([O-])[O-:34].[K+].[K+].[NH2:39][CH2:40][C:41]1([OH:46])[CH2:45][CH2:44][CH2:43][CH2:42]1.[OH-].[Na+].OO. (3) Given the product [Cl:1][C:2]1[CH:3]=[C:4]2[NH:22][C:21]([O:23][C@@H:24]3[CH2:28][O:27][C@@H:26]4[C:29](=[N:34][OH:35])[CH2:30][O:31][C@H:25]34)=[N:20][C:5]2=[N:6][C:7]=1[C:8]1[CH:13]=[CH:12][C:11]([C:14]2[CH:15]=[CH:16][CH:17]=[CH:18][CH:19]=2)=[CH:10][CH:9]=1, predict the reactants needed to synthesize it. The reactants are: [Cl:1][C:2]1[CH:3]=[C:4]2[NH:22][C:21]([O:23][C@@H:24]3[CH2:28][O:27][C@@H:26]4[C:29](=O)[CH2:30][O:31][C@H:25]34)=[N:20][C:5]2=[N:6][C:7]=1[C:8]1[CH:13]=[CH:12][C:11]([C:14]2[CH:19]=[CH:18][CH:17]=[CH:16][CH:15]=2)=[CH:10][CH:9]=1.Cl.[NH2:34][OH:35]. (4) Given the product [CH:1]([C@:4]1([C:10]([N:12]2[CH2:13][CH:14]=[C:15]([C:18]3[CH:19]=[N:20][CH:21]=[C:22]([C:24]([F:27])([F:26])[F:25])[CH:23]=3)[CH2:16][CH2:17]2)=[O:11])[CH2:8][CH2:7][C@@H:6]([NH:9][CH:34]2[CH2:33][CH2:32][O:31][CH2:30][CH:29]2[CH3:28])[CH2:5]1)([CH3:3])[CH3:2], predict the reactants needed to synthesize it. The reactants are: [CH:1]([C@:4]1([C:10]([N:12]2[CH2:17][CH:16]=[C:15]([C:18]3[CH:19]=[N:20][CH:21]=[C:22]([C:24]([F:27])([F:26])[F:25])[CH:23]=3)[CH2:14][CH2:13]2)=[O:11])[CH2:8][CH2:7][C@@H:6]([NH2:9])[CH2:5]1)([CH3:3])[CH3:2].[CH3:28][CH:29]1[C:34](=O)[CH2:33][CH2:32][O:31][CH2:30]1.C(N(CC)CC)C.C(O[BH-](OC(=O)C)OC(=O)C)(=O)C.[Na+]. (5) Given the product [Cl:18][CH2:19][C:20]([NH:7][C:6]1[CH:8]=[CH:9][CH:10]=[C:4]([N+:1]([O-:3])=[O:2])[CH:5]=1)=[O:21], predict the reactants needed to synthesize it. The reactants are: [N+:1]([C:4]1[CH:5]=[C:6]([CH:8]=[CH:9][CH:10]=1)[NH2:7])([O-:3])=[O:2].C(N(CC)CC)C.[Cl:18][CH2:19][C:20](Cl)=[O:21].O. (6) Given the product [F:11][C:9]1[CH:10]=[C:2]2[C:3]([C:4](=[O:5])[NH:14][C:13](=[O:12])[NH:1]2)=[CH:7][CH:8]=1, predict the reactants needed to synthesize it. The reactants are: [NH2:1][C:2]1[CH:10]=[C:9]([F:11])[CH:8]=[CH:7][C:3]=1[C:4](O)=[O:5].[O-:12][C:13]#[N:14].[K+].C(O)(=O)C.[OH-].[Na+]. (7) Given the product [C:3]([O:29][C@H:28]1[C@@:24]([Cl:23])([F:60])[C@H:25]([N:52]2[CH:57]=[CH:56][C:55](=[O:58])[NH:54][C:53]2=[O:59])[O:26][C@@H:27]1[CH2:40][OH:41])(=[O:2])[CH3:4], predict the reactants needed to synthesize it. The reactants are: C[O:2][C:3]1C=CC(C(Cl)(C2C=CC=CC=2)C2C=CC=CC=2)=C[CH:4]=1.[Cl:23][C@@:24]1([F:60])[C@H:28]([O:29][Si](C(C)C)(C(C)C)C(C)C)[C@@H:27]([CH2:40][O:41][Si](C(C)C)(C(C)C)C(C)C)[O:26][C@H:25]1[N:52]1[CH:57]=[CH:56][C:55](=[O:58])[NH:54][C:53]1=[O:59].